Dataset: Catalyst prediction with 721,799 reactions and 888 catalyst types from USPTO. Task: Predict which catalyst facilitates the given reaction. (1) Reactant: [NH2:1][C:2]1[CH:7]=[CH:6][C:5]([CH2:8][C:9]([OH:11])=[O:10])=[CH:4][C:3]=1[O:12][CH3:13].[CH:14](OCC)(OCC)OCC.[N-:24]=[N+:25]=[N-:26].[Na+]. Product: [CH3:13][O:12][C:3]1[CH:4]=[C:5]([CH2:8][C:9]([OH:11])=[O:10])[CH:6]=[CH:7][C:2]=1[N:1]1[CH:14]=[N:26][N:25]=[N:24]1. The catalyst class is: 52. (2) Reactant: [CH2:1]([C:3]1[C:7]([C:8]2[N:12]([C:13]3[CH:18]=[CH:17][C:16]([O:19]C)=[CH:15][CH:14]=3)[C:11]3[CH:21]=[CH:22][CH:23]=[CH:24][C:10]=3[N:9]=2)=[C:6]([CH3:25])[O:5][N:4]=1)[CH3:2].B(Br)(Br)Br. Product: [CH2:1]([C:3]1[C:7]([C:8]2[N:12]([C:13]3[CH:18]=[CH:17][C:16]([OH:19])=[CH:15][CH:14]=3)[C:11]3[CH:21]=[CH:22][CH:23]=[CH:24][C:10]=3[N:9]=2)=[C:6]([CH3:25])[O:5][N:4]=1)[CH3:2]. The catalyst class is: 2. (3) Reactant: [NH:1]1[CH:5]=[CH:4][N:3]=[CH:2]1.[C:6]([Si:10](Cl)([C:17]1[CH:22]=[CH:21][CH:20]=[CH:19][CH:18]=1)[C:11]1[CH:16]=[CH:15][CH:14]=[CH:13][CH:12]=1)([CH3:9])([CH3:8])[CH3:7].[CH2:24]1[O:26][C@H:25]1[CH2:27][OH:28]. Product: [Si:10]([O:28][CH2:27][C@H:25]([OH:26])[CH2:24][N:1]1[CH:5]=[CH:4][N:3]=[CH:2]1)([C:6]([CH3:9])([CH3:8])[CH3:7])([C:17]1[CH:22]=[CH:21][CH:20]=[CH:19][CH:18]=1)[C:11]1[CH:16]=[CH:15][CH:14]=[CH:13][CH:12]=1. The catalyst class is: 10. (4) Reactant: COC1C=C(OC)C=CC=1C[N:6]1[C:10]([C:11]2[C:19]3[C:14](=[N:15][CH:16]=[CH:17][CH:18]=3)[N:13]([CH2:20][C:21]3[CH:26]=[CH:25][CH:24]=[CH:23][C:22]=3[F:27])[N:12]=2)=[N:9][N:8]([CH2:28][CH2:29][CH2:30][N:31]2[CH2:36][CH2:35][O:34][CH2:33][CH2:32]2)[C:7]1=[O:37].S(=O)(=O)(O)O.C(=O)([O-])[O-].[Na+].[Na+]. Product: [F:27][C:22]1[CH:23]=[CH:24][CH:25]=[CH:26][C:21]=1[CH2:20][N:13]1[C:14]2=[N:15][CH:16]=[CH:17][CH:18]=[C:19]2[C:11]([C:10]2[NH:6][C:7](=[O:37])[N:8]([CH2:28][CH2:29][CH2:30][N:31]3[CH2:36][CH2:35][O:34][CH2:33][CH2:32]3)[N:9]=2)=[N:12]1. The catalyst class is: 15. (5) Reactant: [N:1]1[CH:6]=[CH:5][CH:4]=[CH:3][C:2]=1[O:7][CH2:8][C:9]1[CH:41]=[CH:40][C:12]([CH2:13][C:14]2[CH:18]=[C:17]([C:19]3[C:20]([N:25](C(OC(C)(C)C)=O)C(OC(C)(C)C)=O)=[N:21][CH:22]=[CH:23][CH:24]=3)[O:16][N:15]=2)=[CH:11][CH:10]=1.FC(F)(F)C(O)=O.C(=O)(O)[O-].[Na+]. Product: [N:1]1[CH:6]=[CH:5][CH:4]=[CH:3][C:2]=1[O:7][CH2:8][C:9]1[CH:41]=[CH:40][C:12]([CH2:13][C:14]2[CH:18]=[C:17]([C:19]3[C:20]([NH2:25])=[N:21][CH:22]=[CH:23][CH:24]=3)[O:16][N:15]=2)=[CH:11][CH:10]=1. The catalyst class is: 4. (6) Reactant: [CH3:1][N+:2]([CH3:21])([CH2:7][CH2:8][CH2:9][CH2:10][CH2:11][CH2:12][CH2:13][CH2:14][CH2:15][CH2:16][CH2:17][CH2:18][CH2:19][CH3:20])[CH2:3][C:4]([O-:6])=O.CN(C(ON1N=NC2C=CC=CC1=2)=[N+](C)C)C.F[P-](F)(F)(F)(F)F.C(N(CC)C(C)C)(C)C.[CH3:55][NH:56][CH2:57][C@@H:58]([C@H:60]([C@@H:62]([C@@H:64]([CH2:66][OH:67])[OH:65])[OH:63])[OH:61])[OH:59].[Cl:68]CCl. Product: [Cl-:68].[CH3:21][N+:2]([CH3:1])([CH2:7][CH2:8][CH2:9][CH2:10][CH2:11][CH2:12][CH2:13][CH2:14][CH2:15][CH2:16][CH2:17][CH2:18][CH2:19][CH3:20])[CH2:3][C:4]([N:56]([CH3:55])[CH2:57][C@@H:58]([C@H:60]([C@@H:62]([C@@H:64]([CH2:66][OH:67])[OH:65])[OH:63])[OH:61])[OH:59])=[O:6]. The catalyst class is: 9. (7) Reactant: [CH2:1]([O:8][CH:9]1[CH2:14][CH2:13][C:12](=[O:15])[CH2:11][C:10]1([CH3:17])[CH3:16])[C:2]1[CH:7]=[CH:6][CH:5]=[CH:4][CH:3]=1.[BH4-].[Na+]. Product: [CH2:1]([O:8][CH:9]1[CH2:14][CH2:13][CH:12]([OH:15])[CH2:11][C:10]1([CH3:17])[CH3:16])[C:2]1[CH:7]=[CH:6][CH:5]=[CH:4][CH:3]=1. The catalyst class is: 5.